This data is from Reaction yield outcomes from USPTO patents with 853,638 reactions. The task is: Predict the reaction yield, written as a fraction of the theoretical maximum amount of product (1.0 means a 100% yield; for example, 0.34 means a 34% yield). (1) The reactants are [N+:1]([C:4]1[CH:9]=[CH:8][C:7]([S:10]([NH:13][CH2:14][CH2:15][CH2:16][C@@H:17]([C:36]([OH:38])=[O:37])[NH:18][C:19]([O:21][CH2:22][CH:23]2[C:35]3[CH:34]=[CH:33][CH:32]=[CH:31][C:30]=3[C:29]3[C:24]2=[CH:25][CH:26]=[CH:27][CH:28]=3)=[O:20])(=[O:12])=[O:11])=[CH:6][CH:5]=1)([O-])=O. The catalyst is CO.[Pd]. The product is [NH2:1][C:4]1[CH:5]=[CH:6][C:7]([S:10]([NH:13][CH2:14][CH2:15][CH2:16][C@@H:17]([C:36]([OH:38])=[O:37])[NH:18][C:19]([O:21][CH2:22][CH:23]2[C:35]3[CH:34]=[CH:33][CH:32]=[CH:31][C:30]=3[C:29]3[C:24]2=[CH:25][CH:26]=[CH:27][CH:28]=3)=[O:20])(=[O:11])=[O:12])=[CH:8][CH:9]=1. The yield is 0.960. (2) The catalyst is C(OCC)(=O)C.CO.[Pd]. The product is [CH3:1][O:2][C:3](=[O:21])[CH:4]([NH:17][C:18](=[O:20])[CH3:19])[CH2:5][C:6]1[C:15]2[C:10](=[CH:11][CH:12]=[CH:13][CH:14]=2)[C:9]([NH2:16])=[CH:8][CH:7]=1. The reactants are [CH3:1][O:2][C:3](=[O:21])[C:4]([NH:17][C:18](=[O:20])[CH3:19])=[CH:5][C:6]1[C:15]2[C:10](=[CH:11][CH:12]=[CH:13][CH:14]=2)[C:9]([NH2:16])=[CH:8][CH:7]=1. The yield is 1.00. (3) The reactants are [NH2:1][C:2]1[CH:7]=[CH:6][CH:5]=[CH:4][C:3]=1[NH:8][C:9]([CH2:11][CH2:12][CH2:13][CH2:14][CH2:15][NH:16][C:17](=[O:26])[C:18]1[CH:23]=[CH:22][C:21](Br)=[C:20]([CH3:25])[CH:19]=1)=[O:10].[N:27]1[CH:32]=[CH:31][C:30](B(O)O)=[CH:29][CH:28]=1. No catalyst specified. The product is [NH2:1][C:2]1[CH:7]=[CH:6][CH:5]=[CH:4][C:3]=1[NH:8][C:9]([CH2:11][CH2:12][CH2:13][CH2:14][CH2:15][NH:16][C:17](=[O:26])[C:18]1[CH:23]=[CH:22][C:21]([C:30]2[CH:31]=[CH:32][N:27]=[CH:28][CH:29]=2)=[C:20]([CH3:25])[CH:19]=1)=[O:10]. The yield is 0.630. (4) The reactants are C[O:2][C:3]1[C:4]([CH3:39])=[C:5]([C:30]([O:37]C)=[C:31]([O:35][CH3:36])[C:32]=1[O:33][CH3:34])[CH2:6][C:7]1[C:8]([C:24]2[CH:29]=[CH:28][N:27]=[CH:26][CH:25]=2)=[C:9]([CH:21]=[CH:22][CH:23]=1)[C:10]([NH:12][C@H:13]([C:15]1[CH:20]=[CH:19][CH:18]=[CH:17][CH:16]=1)[CH3:14])=[O:11].O=[N+]([O-])[O-].[O-][N+](=O)[O-].[O-][N+](=O)[O-].[O-][N+](=O)[O-].[O-][N+](=O)[O-].[O-][N+](=O)[O-].[Ce+4].[NH4+].[NH4+].C(=O)([O-])O.[Na+]. The catalyst is C(#N)C.O. The product is [CH3:34][O:33][C:32]1[C:3](=[O:2])[C:4]([CH3:39])=[C:5]([CH2:6][C:7]2[C:8]([C:24]3[CH:29]=[CH:28][N:27]=[CH:26][CH:25]=3)=[C:9]([CH:21]=[CH:22][CH:23]=2)[C:10]([NH:12][C@H:13]([C:15]2[CH:20]=[CH:19][CH:18]=[CH:17][CH:16]=2)[CH3:14])=[O:11])[C:30](=[O:37])[C:31]=1[O:35][CH3:36]. The yield is 0.500. (5) The reactants are C(OC([N:11]1[CH:17]([C:18]2[NH:19][C:20]([C:23]3[CH:28]=[CH:27][C:26]([Br:29])=[CH:25][CH:24]=3)=[CH:21][N:22]=2)[CH2:16][C:13]2([CH2:15][CH2:14]2)[CH2:12]1)=O)C1C=CC=CC=1.Br.[CH3:31][O:32][C:33]([NH:35][CH:36]([CH:40]([CH3:42])[CH3:41])[C:37](O)=[O:38])=[O:34].CN(C(ON1N=NC2C=CC=NC1=2)=[N+](C)C)C.F[P-](F)(F)(F)(F)F.CCN(C(C)C)C(C)C. The catalyst is CCOC(C)=O.CN(C=O)C.C(Cl)Cl. The product is [CH3:31][O:32][C:33](=[O:34])[NH:35][CH:36]([C:37]([N:11]1[CH:17]([C:18]2[NH:19][C:20]([C:23]3[CH:28]=[CH:27][C:26]([Br:29])=[CH:25][CH:24]=3)=[CH:21][N:22]=2)[CH2:16][C:13]2([CH2:15][CH2:14]2)[CH2:12]1)=[O:38])[CH:40]([CH3:42])[CH3:41]. The yield is 0.600. (6) The reactants are [NH2:1][C:2]1[CH:7]=[CH:6][C:5]([CH:8]2[CH2:13][C:12](=[O:14])[N:11]([CH3:15])[C:10](=[O:16])[CH2:9]2)=[CH:4][C:3]=1[C:17]1[CH2:22][CH2:21][CH2:20][CH2:19][CH:18]=1.C1CN([P+](Br)(N2CCCC2)N2CCCC2)CC1.F[P-](F)(F)(F)(F)F.[K+].[C:48]([C:50]1[N:51]=[C:52]([C:63]([O-])=[O:64])[N:53]([CH2:55][O:56][CH2:57][CH2:58][Si:59]([CH3:62])([CH3:61])[CH3:60])[CH:54]=1)#[N:49].CCN(C(C)C)C(C)C. The catalyst is C(Cl)Cl. The product is [C:17]1([C:3]2[CH:4]=[C:5]([CH:8]3[CH2:9][C:10](=[O:16])[N:11]([CH3:15])[C:12](=[O:14])[CH2:13]3)[CH:6]=[CH:7][C:2]=2[NH:1][C:63]([C:52]2[N:53]([CH2:55][O:56][CH2:57][CH2:58][Si:59]([CH3:62])([CH3:61])[CH3:60])[CH:54]=[C:50]([C:48]#[N:49])[N:51]=2)=[O:64])[CH2:22][CH2:21][CH2:20][CH2:19][CH:18]=1. The yield is 0.270. (7) The reactants are [CH2:1]1[C:5]2([CH2:10][CH2:9][O:8][CH2:7][CH2:6]2)[CH2:4][CH:3]([C:11]([O:13][CH2:14][CH3:15])=[O:12])[NH:2]1.CN(C(ON1N=NC2C=CC=NC1=2)=[N+](C)C)C.F[P-](F)(F)(F)(F)F.[CH3:40][O:41][C:42]([NH:44][C@H:45]([C:49](O)=[O:50])[CH:46]([CH3:48])[CH3:47])=[O:43].CCN(C(C)C)C(C)C. The catalyst is C(Cl)Cl. The product is [CH3:40][O:41][C:42]([NH:44][C@H:45]([C:49]([N:2]1[CH:3]([C:11]([O:13][CH2:14][CH3:15])=[O:12])[CH2:4][C:5]2([CH2:10][CH2:9][O:8][CH2:7][CH2:6]2)[CH2:1]1)=[O:50])[CH:46]([CH3:47])[CH3:48])=[O:43]. The yield is 0.900. (8) The reactants are [Cl:1][C:2]1[CH:3]=[CH:4][C:5]([O:34][CH:35]([F:37])[F:36])=[C:6]([C:8]2[N:12]([CH2:13][O:14][CH2:15][CH2:16][Si:17]([CH3:20])([CH3:19])[CH3:18])[N:11]=[CH:10][C:9]=2[NH:21][C:22]([C:24]2[CH:25]=[N:26][N:27]3[CH:32]=[CH:31][C:30](Cl)=[N:29][C:28]=23)=[O:23])[CH:7]=1.[NH3:38]. The catalyst is C1COCC1. The product is [Cl:1][C:2]1[CH:3]=[CH:4][C:5]([O:34][CH:35]([F:36])[F:37])=[C:6]([C:8]2[N:12]([CH2:13][O:14][CH2:15][CH2:16][Si:17]([CH3:18])([CH3:20])[CH3:19])[N:11]=[CH:10][C:9]=2[NH:21][C:22]([C:24]2[CH:25]=[N:26][N:27]3[CH:32]=[CH:31][C:30]([NH2:38])=[N:29][C:28]=23)=[O:23])[CH:7]=1. The yield is 0.990.